Dataset: Full USPTO retrosynthesis dataset with 1.9M reactions from patents (1976-2016). Task: Predict the reactants needed to synthesize the given product. (1) Given the product [O:35]=[S:25]1(=[O:24])[CH2:30][CH2:29][N:28]([CH2:31][CH2:32][CH2:33][NH:34][C:43](=[O:44])/[CH:42]=[CH:41]/[C:40]2[CH:46]=[CH:47][C:37]([F:36])=[CH:38][CH:39]=2)[CH2:27][CH2:26]1, predict the reactants needed to synthesize it. The reactants are: N1(CCNC(=O)/C=C/C2C=CC=CC=2F)C2C=CC=CC=2N=C1.[O:24]=[S:25]1(=[O:35])[CH2:30][CH2:29][N:28]([CH2:31][CH2:32][CH2:33][NH2:34])[CH2:27][CH2:26]1.[F:36][C:37]1[CH:47]=[CH:46][C:40]([CH:41]=[CH:42][C:43](O)=[O:44])=[CH:39][CH:38]=1.CCN=C=NCCCN(C)C.Cl. (2) Given the product [CH2:1]([O:3][C:4]([C:6]1[C:15](=[O:16])[N:14]2[C:9]([C:10]([CH3:18])=[C:11]([C:27]3[CH:28]=[CH:29][C:24]([O:23][CH3:22])=[CH:25][CH:26]=3)[CH:12]=[CH:13]2)=[C:8]([CH:19]2[CH2:21][CH2:20]2)[CH:7]=1)=[O:5])[CH3:2], predict the reactants needed to synthesize it. The reactants are: [CH2:1]([O:3][C:4]([C:6]1[C:15](=[O:16])[N:14]2[C:9]([C:10]([CH3:18])=[C:11](Cl)[CH:12]=[CH:13]2)=[C:8]([CH:19]2[CH2:21][CH2:20]2)[CH:7]=1)=[O:5])[CH3:2].[CH3:22][O:23][C:24]1[CH:29]=[CH:28][C:27](B(O)O)=[CH:26][CH:25]=1.C([O-])([O-])=O.[Na+].[Na+]. (3) Given the product [CH3:1][O:2][C:3]1[CH:12]=[C:11]([O:13][CH3:14])[CH:10]=[C:9]2[C:4]=1[C:5](=[O:27])[NH:6][C:7]([C:15]1[CH:20]=[CH:19][C:18]([N:21]3[CH2:22][CH2:23][N:24]([C:60](=[O:61])[CH2:59][C:58]([F:64])([F:63])[F:57])[CH2:25][CH2:26]3)=[CH:17][CH:16]=1)=[N:8]2, predict the reactants needed to synthesize it. The reactants are: [CH3:1][O:2][C:3]1[CH:12]=[C:11]([O:13][CH3:14])[CH:10]=[C:9]2[C:4]=1[C:5](=[O:27])[NH:6][C:7]([C:15]1[CH:20]=[CH:19][C:18]([N:21]3[CH2:26][CH2:25][NH:24][CH2:23][CH2:22]3)=[CH:17][CH:16]=1)=[N:8]2.CCN=C=NCCCN(C)C.Cl.C1C=CC2N(O)N=NC=2C=1.CCN(CC)CC.[F:57][C:58]([F:64])([F:63])[CH2:59][C:60](O)=[O:61]. (4) Given the product [OH:1][C:2]1[CH:11]=[C:10]2[C:5]([CH:6]=[C:7]([CH3:31])[C:8]([C:24]3[CH:25]=[CH:26][C:27]([OH:30])=[CH:28][CH:29]=3)=[C:9]2[O:12][C:13]2[CH:14]=[CH:15][C:16]([CH2:19][CH2:20][C:21]([OH:23])=[O:22])=[CH:17][CH:18]=2)=[CH:4][CH:3]=1, predict the reactants needed to synthesize it. The reactants are: [OH:1][C:2]1[CH:11]=[C:10]2[C:5]([CH:6]=[C:7]([CH3:31])[C:8]([C:24]3[CH:29]=[CH:28][C:27]([OH:30])=[CH:26][CH:25]=3)=[C:9]2[O:12][C:13]2[CH:18]=[CH:17][C:16](/[CH:19]=[CH:20]/[C:21]([OH:23])=[O:22])=[CH:15][CH:14]=2)=[CH:4][CH:3]=1. (5) The reactants are: Cl.[Cl:2][C:3]1[CH:8]=[CH:7][C:6]([C:9]2[N:13]([C:14]3[CH:19]=[CH:18][CH:17]=[CH:16][C:15]=3[Cl:20])[N:12]=[C:11]([C:21](O)=[O:22])[C:10]=2[O:24][CH2:25][CH2:26][NH:27][CH2:28][C:29]([F:32])([F:31])[F:30])=[CH:5][CH:4]=1.C(N(CC)CC)C.C(OCC)C. Given the product [Cl:2][C:3]1[CH:8]=[CH:7][C:6]([C:9]2[N:13]([C:14]3[CH:19]=[CH:18][CH:17]=[CH:16][C:15]=3[Cl:20])[N:12]=[C:11]3[C:10]=2[O:24][CH2:25][CH2:26][N:27]([CH2:28][C:29]([F:30])([F:32])[F:31])[C:21]3=[O:22])=[CH:5][CH:4]=1, predict the reactants needed to synthesize it. (6) The reactants are: Cl.[CH2:2]([O:9][C:10]1[CH:16]=[CH:15][C:13]([NH2:14])=[CH:12][CH:11]=1)[C:3]1[CH:8]=[CH:7][CH:6]=[CH:5][CH:4]=1.C(=O)([O-])[O-].[K+].[K+].[Cl:23][CH2:24][C:25](Cl)=[O:26].C(OCC)C. Given the product [CH2:2]([O:9][C:10]1[CH:11]=[CH:12][C:13]([NH:14][C:25](=[O:26])[CH2:24][Cl:23])=[CH:15][CH:16]=1)[C:3]1[CH:4]=[CH:5][CH:6]=[CH:7][CH:8]=1, predict the reactants needed to synthesize it. (7) Given the product [C:9]([C:3]1[CH:4]=[C:5]([Cl:8])[CH:6]=[CH:7][C:2]=1[NH:1][S:25]([C:21]1[CH:22]=[CH:23][CH:24]=[C:19]([C:17]#[N:18])[CH:20]=1)(=[O:27])=[O:26])(=[O:10])[C:11]1[CH:12]=[CH:13][CH:14]=[CH:15][CH:16]=1, predict the reactants needed to synthesize it. The reactants are: [NH2:1][C:2]1[CH:7]=[CH:6][C:5]([Cl:8])=[CH:4][C:3]=1[C:9]([C:11]1[CH:16]=[CH:15][CH:14]=[CH:13][CH:12]=1)=[O:10].[C:17]([C:19]1[CH:20]=[C:21]([S:25](Cl)(=[O:27])=[O:26])[CH:22]=[CH:23][CH:24]=1)#[N:18]. (8) Given the product [F:16][C:13]1[CH:12]=[C:3]2[C:2](=[CH:15][CH:14]=1)[NH:18][N:17]=[C:4]2[C:6]1[CH:11]=[CH:10][CH:9]=[CH:8][CH:7]=1, predict the reactants needed to synthesize it. The reactants are: F[C:2]1[CH:15]=[CH:14][C:13]([F:16])=[CH:12][C:3]=1[C:4]([C:6]1[CH:11]=[CH:10][CH:9]=[CH:8][CH:7]=1)=O.[NH2:17][NH2:18]. (9) Given the product [Cl:1][C:2]1[CH:3]=[CH:4][C:5]2[N:11]3[CH:12]=[CH:13][CH:14]=[C:10]3[C@@H:9]([CH2:15][CH2:16][N:17]3[C:21]([CH2:22][C:23]([OH:25])=[O:24])=[CH:20][CH:38]=[N:18]3)[O:8][C@H:7]([C:26]3[CH:31]=[CH:30][CH:29]=[C:28]([O:32][CH3:33])[C:27]=3[O:34][CH3:35])[C:6]=2[CH:36]=1, predict the reactants needed to synthesize it. The reactants are: [Cl:1][C:2]1[CH:3]=[CH:4][C:5]2[N:11]3[CH:12]=[CH:13][CH:14]=[C:10]3[C@@H:9]([CH2:15][CH2:16][N:17]3[C:21]([CH2:22][C:23]([OH:25])=[O:24])=[CH:20]N=[N:18]3)[O:8][C@H:7]([C:26]3[CH:31]=[CH:30][CH:29]=[C:28]([O:32][CH3:33])[C:27]=3[O:34][CH3:35])[C:6]=2[CH:36]=1.Cl[C:38]1C=CC2N3C=CC=C3[C@@H](CCN3C(CC#N)=CC=N3)O[C@H](C3C=CC=C(OC)C=3OC)C=2C=1.